From a dataset of Orexin1 receptor HTS with 218,158 compounds and 233 confirmed actives. Binary Classification. Given a drug SMILES string, predict its activity (active/inactive) in a high-throughput screening assay against a specified biological target. (1) The result is 0 (inactive). The drug is O(C(=O)c1nc2c(cc1)cccc2)CC(=O)Nc1ccccc1. (2) The result is 0 (inactive). The compound is s1nc(c(N)c1C(=O)N(C(C(=O)NC1CCCCC1)c1cc(OC)c(OC)c(OC)c1)CCOC)C(=O)N. (3) The drug is [O-][N+](=O)c1cc(c(N2CCCCC2)cc1)c1n[nH]nn1. The result is 0 (inactive).